From a dataset of Reaction yield outcomes from USPTO patents with 853,638 reactions. Predict the reaction yield, written as a fraction of the theoretical maximum amount of product (1.0 means a 100% yield; for example, 0.34 means a 34% yield). (1) The reactants are [C:1]1([OH:7])[CH:6]=[CH:5][CH:4]=[CH:3][CH:2]=1.O[CH:9]1[CH2:13][CH2:12][NH:11][C:10]1=[O:14].C1(P(C2C=CC=CC=2)C2C=CC=CC=2)C=CC=CC=1.CC(OC(/N=N/C(OC(C)C)=O)=O)C. The catalyst is C1COCC1. The product is [O:7]([CH:9]1[CH2:13][CH2:12][NH:11][C:10]1=[O:14])[C:1]1[CH:6]=[CH:5][CH:4]=[CH:3][CH:2]=1. The yield is 0.270. (2) The reactants are [ClH:1].[F:2][C:3]1[CH:4]=[CH:5][C:6]([CH2:9][O:10][C:11]2[CH:12]=[N:13][N:14]([C:18]3[CH:19]=[CH:20][C:21]4[C:30]5[CH2:29][CH2:28][N:27](C(OC(C)(C)C)=O)[CH2:26][CH2:25][C:24]=5[N:23]([CH3:38])[C:22]=4[N:39]=3)[C:15](=[O:17])[CH:16]=2)=[N:7][CH:8]=1. The catalyst is CO.CCOCC. The product is [ClH:1].[F:2][C:3]1[CH:4]=[CH:5][C:6]([CH2:9][O:10][C:11]2[CH:12]=[N:13][N:14]([C:18]3[CH:19]=[CH:20][C:21]4[C:30]5[CH2:29][CH2:28][NH:27][CH2:26][CH2:25][C:24]=5[N:23]([CH3:38])[C:22]=4[N:39]=3)[C:15](=[O:17])[CH:16]=2)=[N:7][CH:8]=1. The yield is 0.730. (3) The reactants are [C:1]([S:4][CH2:5][CH:6]([CH2:9][CH2:10][CH2:11][CH3:12])[CH:7]=[O:8])(=[O:3])[CH3:2].O[CH:14]([CH:16]=[CH2:17])[CH3:15].C1(C)C=CC(S([O-])(=O)=O)=CC=1.[NH+]1C=CC=CC=1. No catalyst specified. The product is [C:1]([S:4][CH2:5][C:6]([CH2:15][CH2:14][CH2:16][CH3:17])([CH2:9]/[CH:10]=[CH:11]/[CH3:12])[CH:7]=[O:8])(=[O:3])[CH3:2]. The yield is 0.805. (4) The reactants are [CH3:1][CH:2]([C:4]1[C:5]([C:28]2[CH:33]=[CH:32][CH:31]=[CH:30][CH:29]=2)=[C:6]([O:16][C:17]2[CH:22]=[CH:21][C:20](/[CH:23]=[CH:24]/[C:25]([OH:27])=[O:26])=[CH:19][CH:18]=2)[C:7]2[C:12]([CH:13]=1)=[CH:11][C:10]([O:14]C)=[CH:9][CH:8]=2)[CH3:3].B(Br)(Br)Br. The catalyst is C(Cl)Cl. The product is [OH:14][C:10]1[CH:11]=[C:12]2[C:7](=[CH:8][CH:9]=1)[C:6]([O:16][C:17]1[CH:18]=[CH:19][C:20](/[CH:23]=[CH:24]/[C:25]([OH:27])=[O:26])=[CH:21][CH:22]=1)=[C:5]([C:28]1[CH:29]=[CH:30][CH:31]=[CH:32][CH:33]=1)[C:4]([CH:2]([CH3:3])[CH3:1])=[CH:13]2. The yield is 0.700.